From a dataset of Full USPTO retrosynthesis dataset with 1.9M reactions from patents (1976-2016). Predict the reactants needed to synthesize the given product. (1) Given the product [CH3:26][C:18]1([CH3:27])[CH2:19][C:20]([CH2:4][C:3]#[CH:2])([C:21]([F:23])([F:24])[F:22])[O:25][CH:7]([O:8][CH2:9][CH2:10][CH2:11][OH:6])[C:12]2[CH:17]=[CH:16][CH:15]=[CH:14][C:13]1=2, predict the reactants needed to synthesize it. The reactants are: [Al].[CH2:2](Br)[C:3]#[CH:4].[O:6]1[CH2:11][CH2:10][CH2:9][O:8][CH:7]1[C:12]1[CH:17]=[CH:16][CH:15]=[CH:14][C:13]=1[C:18]([CH3:27])([CH3:26])[CH2:19][C:20](=[O:25])[C:21]([F:24])([F:23])[F:22].C1(C2OCCCO2)C=CC=CC=1.C([Al])C#C. (2) Given the product [Br:34][C:15]1[C:14]2=[C:18]([OH:22])[CH:19]=[CH:20][CH:21]=[C:13]2[C:12]2[O:11][CH2:10][C:9]3[CH:26]=[C:5]([OH:4])[CH:6]=[CH:7][C:8]=3[C:17]=2[CH:16]=1, predict the reactants needed to synthesize it. The reactants are: C([O:4][C:5]1[CH:6]=[CH:7][C:8]2[C:17]3[C:12](=[C:13]4[CH:21]=[CH:20][CH:19]=[C:18]([O:22]C(=O)C)[C:14]4=[CH:15][CH:16]=3)[O:11][CH2:10][C:9]=2[CH:26]=1)(=O)C.C1C(=O)N([Br:34])C(=O)C1. (3) Given the product [C:1]([C:3]1[CH:8]=[CH:7][C:6]([N:9]2[CH2:14][CH2:13][O:12][C:11]3[CH:15]=[C:16]([S:19]([NH:36][C:37]4[CH:42]=[CH:41][N:40]=[CH:39][N:38]=4)(=[O:20])=[O:21])[CH:17]=[CH:18][C:10]2=3)=[C:5]([O:34][CH3:35])[CH:4]=1)#[N:2], predict the reactants needed to synthesize it. The reactants are: [C:1]([C:3]1[CH:8]=[CH:7][C:6]([N:9]2[CH2:14][CH2:13][O:12][C:11]3[CH:15]=[C:16]([S:19](OC4C(F)=C(F)C(F)=C(F)C=4F)(=[O:21])=[O:20])[CH:17]=[CH:18][C:10]2=3)=[C:5]([O:34][CH3:35])[CH:4]=1)#[N:2].[NH2:36][C:37]1[CH:42]=[CH:41][N:40]=[CH:39][N:38]=1.[Li+].C[Si]([N-][Si](C)(C)C)(C)C. (4) Given the product [CH:36]([C:12]1[CH:11]=[C:10]([CH:35]=[CH:34][C:13]=1[O:14][CH2:15][C:16](=[O:17])[N:18]1[CH2:33][CH2:32][C:21]2([CH2:22][NH:23][CH2:24]2)[CH2:20][CH2:19]1)[C:8]#[N:9])([CH3:38])[CH3:37], predict the reactants needed to synthesize it. The reactants are: FC(F)(F)C(O)=O.[C:8]([C:10]1[CH:35]=[CH:34][C:13]([O:14][CH2:15][C:16]([N:18]2[CH2:33][CH2:32][C:21]3([CH2:24][N:23](C(OC(C)(C)C)=O)[CH2:22]3)[CH2:20][CH2:19]2)=[O:17])=[C:12]([CH:36]([CH3:38])[CH3:37])[CH:11]=1)#[N:9].C(=O)([O-])O.[Na+]. (5) Given the product [F:34][C:35]1[CH:42]=[C:41]([F:43])[CH:40]=[CH:39][C:36]=1[CH2:37][NH:38][C:18]([C:12]1[C:13](=[O:17])[C:14]([O:15][CH3:16])=[C:8]2[C:7](=[O:21])[N:6]3[C@@H:2]([CH3:1])[CH2:3][O:4][C@@H:5]3[CH2:10][N:9]2[CH:11]=1)=[O:20], predict the reactants needed to synthesize it. The reactants are: [CH3:1][C@@H:2]1[N:6]2[C:7](=[O:21])[C:8]3[N:9]([CH:11]=[C:12]([C:18]([OH:20])=O)[C:13](=[O:17])[C:14]=3[O:15][CH3:16])[CH2:10][C@H:5]2[O:4][CH2:3]1.C(N1C=CN=C1)(N1C=CN=C1)=O.[F:34][C:35]1[CH:42]=[C:41]([F:43])[CH:40]=[CH:39][C:36]=1[CH2:37][NH2:38]. (6) Given the product [NH:1]1[C:2]2[C:7](=[CH:6][CH:5]=[CH:4][CH:3]=2)[CH:13]=[CH:12][C:11]1=[O:10], predict the reactants needed to synthesize it. The reactants are: [NH2:1][C:2]1[CH:7]=[CH:6][CH:5]=[CH:4][CH:3]=1.C([O:10][CH:11]=[C:12](C(OCC)=O)[C:13](OCC)=O)C.O(C1C=CC=CC=1)C1C=CC=CC=1.